The task is: Predict the product of the given reaction.. This data is from Forward reaction prediction with 1.9M reactions from USPTO patents (1976-2016). (1) Given the reactants [Cl:1][C:2]1[N:3]=[C:4]([N:22]2[CH2:27][CH2:26][O:25][CH2:24][CH2:23]2)[C:5]2[S:10][C:9]([CH2:11][N:12]3[CH2:17][CH2:16][N:15]([C:18](=[O:21])[CH2:19][OH:20])[CH2:14][CH2:13]3)=[CH:8][C:6]=2[N:7]=1.C1(C)C=CC(S(O)(=O)=O)=CC=1.[O:39]1[CH:44]=[CH:43][CH2:42][CH2:41][CH2:40]1, predict the reaction product. The product is: [Cl:1][C:2]1[N:3]=[C:4]([N:22]2[CH2:27][CH2:26][O:25][CH2:24][CH2:23]2)[C:5]2[S:10][C:9]([CH2:11][N:12]3[CH2:13][CH2:14][N:15]([C:18](=[O:21])[CH2:19][O:20][CH:40]4[CH2:41][CH2:42][CH2:43][CH2:44][O:39]4)[CH2:16][CH2:17]3)=[CH:8][C:6]=2[N:7]=1. (2) Given the reactants C1(P(C2C=CC=CC=2)C2C=CC=CC=2)C=CC=CC=1.Br[C:21](Br)([F:23])[F:22].[C:25]([O:29][C:30]([N:32]1[CH2:40][C:39]2[C:34](=[CH:35][CH:36]=[C:37]([CH:41]=O)[CH:38]=2)[CH2:33]1)=[O:31])([CH3:28])([CH3:27])[CH3:26], predict the reaction product. The product is: [C:25]([O:29][C:30]([N:32]1[CH2:40][C:39]2[C:34](=[CH:35][CH:36]=[C:37]([CH:41]=[C:21]([F:23])[F:22])[CH:38]=2)[CH2:33]1)=[O:31])([CH3:28])([CH3:27])[CH3:26].